Dataset: Full USPTO retrosynthesis dataset with 1.9M reactions from patents (1976-2016). Task: Predict the reactants needed to synthesize the given product. Given the product [OH:48][CH2:47][C@@H:46]([NH:45][C:19]([C:8]1[CH:7]=[C:6]([C:4]([O:3][CH2:1][CH3:2])=[O:5])[CH:11]=[C:10]([C:12]2[CH:13]=[CH:14][C:15]([CH3:18])=[CH:16][CH:17]=2)[CH:9]=1)=[O:20])[CH3:49], predict the reactants needed to synthesize it. The reactants are: [CH2:1]([O:3][C:4]([C:6]1[CH:7]=[C:8]([C:19](O)=[O:20])[CH:9]=[C:10]([C:12]2[CH:17]=[CH:16][C:15]([CH3:18])=[CH:14][CH:13]=2)[CH:11]=1)=[O:5])[CH3:2].Cl.CN(C)CCCN=C=NCC.O.ON1C2C=CC=CC=2N=N1.[NH2:45][C@@H:46]([CH3:49])[CH2:47][OH:48].C(N(CC)C(C)C)(C)C.